The task is: Predict the reactants needed to synthesize the given product.. This data is from Full USPTO retrosynthesis dataset with 1.9M reactions from patents (1976-2016). (1) Given the product [Br:18][C:19]1[N:20]([CH2:34][C:35]#[C:36][CH3:37])[C:21]([C:29]([O:31][CH2:32][CH3:33])=[O:30])=[C:22]([CH:24]=[O:25])[N:23]=1, predict the reactants needed to synthesize it. The reactants are: BrC1N(CC=C(C)C)C(C(OC)=O)=C(C=O)N=1.[Br:18][C:19]1[N:20]([CH2:34][C:35]#[C:36][CH3:37])[C:21]([C:29]([O:31][CH2:32][CH3:33])=[O:30])=[C:22]([C:24](OCC)=[O:25])[N:23]=1.[H-].C([Al+]CC(C)C)C(C)C. (2) Given the product [O:4]1[C:8]2=[C:9]([N:13]3[CH2:18][CH2:17][N:16]([CH2:19][CH2:20][C@H:21]4[CH2:26][CH2:25][C@H:24]([NH:27][C:32](=[O:33])[CH2:31][CH2:30][C:29]([F:36])([F:35])[F:28])[CH2:23][CH2:22]4)[CH2:15][CH2:14]3)[N:10]=[CH:11][CH:12]=[C:7]2[CH2:6][CH2:5]1, predict the reactants needed to synthesize it. The reactants are: Cl.Cl.Cl.[O:4]1[C:8]2=[C:9]([N:13]3[CH2:18][CH2:17][N:16]([CH2:19][CH2:20][C@H:21]4[CH2:26][CH2:25][C@H:24]([NH2:27])[CH2:23][CH2:22]4)[CH2:15][CH2:14]3)[N:10]=[CH:11][CH:12]=[C:7]2[CH2:6][CH2:5]1.[F:28][C:29]([F:36])([F:35])[CH2:30][CH2:31][C:32](O)=[O:33]. (3) Given the product [Cl:11][C:4]1[N:3]=[C:2]([NH:13][CH2:14][C:15]([O:17][CH3:18])=[O:16])[C:7]([N+:8]([O-:10])=[O:9])=[CH:6][CH:5]=1, predict the reactants needed to synthesize it. The reactants are: Cl[C:2]1[C:7]([N+:8]([O-:10])=[O:9])=[CH:6][CH:5]=[C:4]([Cl:11])[N:3]=1.Cl.[NH2:13][CH2:14][C:15]([O:17][CH3:18])=[O:16].C(O)C. (4) The reactants are: Cl.[OH:2][CH2:3][C:4]1[C:9]([OH:10])=[CH:8][CH:7]=[CH:6][N:5]=1.C(=O)([O-])[O-].[K+].[K+].Br[CH2:18][CH2:19][O:20][CH:21]1[CH2:26][CH2:25][CH2:24][CH2:23][O:22]1. Given the product [O:22]1[CH2:23][CH2:24][CH2:25][CH2:26][CH:21]1[O:20][CH2:19][CH2:18][O:10][C:9]1[C:4]([CH2:3][OH:2])=[N:5][CH:6]=[CH:7][CH:8]=1, predict the reactants needed to synthesize it. (5) Given the product [O:9]([CH2:8][CH2:7][CH2:2][CH2:3][CH2:4][CH2:24][CH2:23][CH2:22][CH2:17][CH2:18][C:19]([OH:21])=[O:20])[C:10]1[CH:15]=[CH:14][CH:13]=[CH:12][CH:11]=1, predict the reactants needed to synthesize it. The reactants are: O[CH:2]([CH2:7][CH2:8][O:9][C:10]1[CH:15]=[CH:14][CH:13]=[CH:12][CH:11]=1)[CH2:3][C:4](O)=O.O[CH:17]([CH2:22][CH2:23][CH2:24]COC1C=CC=CC=1)[CH2:18][C:19]([OH:21])=[O:20].